Dataset: Forward reaction prediction with 1.9M reactions from USPTO patents (1976-2016). Task: Predict the product of the given reaction. (1) Given the reactants [CH3:1][O:2][C:3]1[CH:22]=[CH:21][C:6]([CH2:7][C@@H:8]2[C:12]3=[N:13][C:14]4[CH:19]=[CH:18][CH:17]=[CH:16][C:15]=4[N:11]3[C:10](=[O:20])[NH:9]2)=[CH:5][CH:4]=1.[CH:23]1([NH:29][CH2:30][CH2:31][OH:32])[CH2:28][CH2:27][CH2:26][CH2:25][CH2:24]1.C(O)(C(F)(F)F)=O, predict the reaction product. The product is: [NH:13]1[C:14]2[CH:19]=[CH:18][CH:17]=[CH:16][C:15]=2[N:11]=[C:12]1[C@H:8]([NH:9][C:10](=[O:20])[N:29]([CH:23]1[CH2:28][CH2:27][CH2:26][CH2:25][CH2:24]1)[CH2:30][CH2:31][OH:32])[CH2:7][C:6]1[CH:21]=[CH:22][C:3]([O:2][CH3:1])=[CH:4][CH:5]=1. (2) Given the reactants [C:1]([O:5][C:6](=[O:23])[NH:7][C:8]1[CH:22]=[CH:21][C:11]2[C:12]([CH3:20])([CH3:19])[CH2:13][CH2:14][C:15](SC)=[N:16][C:10]=2[CH:9]=1)([CH3:4])([CH3:3])[CH3:2].[CH3:24][O:25][CH:26]([O:29][CH3:30])[CH2:27][NH2:28].CCO, predict the reaction product. The product is: [C:1]([O:5][C:6](=[O:23])[NH:7][C:8]1[CH:22]=[CH:21][C:11]2[C:12]([CH3:20])([CH3:19])[CH2:13][CH2:14][C:15]([NH:28][CH2:27][CH:26]([O:29][CH3:30])[O:25][CH3:24])=[N:16][C:10]=2[CH:9]=1)([CH3:4])([CH3:3])[CH3:2]. (3) Given the reactants [Cl:1][C:2]1[N:3](CC2C=CC(OC)=CC=2)[CH:4]=[C:5]2[N:10]3[C@H:11]4[CH2:16][CH2:15][CH2:14][C@H:12]4[N:13]=[C:9]3[N:8]([CH3:17])[C:7](=[O:18])[C:6]=12.C(O)(C(F)(F)F)=O.FC(F)(F)S(O)(=O)=O, predict the reaction product. The product is: [Cl:1][C:2]1[NH:3][CH:4]=[C:5]2[N:10]3[C@H:11]4[CH2:16][CH2:15][CH2:14][C@H:12]4[N:13]=[C:9]3[N:8]([CH3:17])[C:7](=[O:18])[C:6]=12. (4) Given the reactants [CH:1]1([C:7]2[CH:8]=[C:9]([CH:13]=[C:14]([CH2:33][C:34]([N:36]3[CH2:41][CH2:40][O:39][CH2:38][CH2:37]3)=[O:35])[C:15]=2[C:16]2[CH:17]=[C:18]3[C:23](=[CH:24][CH:25]=2)[N:22]=[C:21]([C:26]2[S:30][C:29]([CH3:31])=[N:28][C:27]=2[CH3:32])[CH:20]=[CH:19]3)[C:10](O)=[O:11])[CH2:6][CH2:5][CH2:4][CH2:3][CH2:2]1.CN(C(ON1N=NC2C=CC=NC1=2)=[N+](C)C)C.F[P-](F)(F)(F)(F)F.C(N(C(C)C)CC)(C)C.[NH2:75][C:76]1([C:81]([OH:83])=[O:82])[CH2:80][CH2:79][CH2:78][CH2:77]1, predict the reaction product. The product is: [CH:1]1([C:7]2[CH:8]=[C:9]([CH:13]=[C:14]([CH2:33][C:34]([N:36]3[CH2:37][CH2:38][O:39][CH2:40][CH2:41]3)=[O:35])[C:15]=2[C:16]2[CH:17]=[C:18]3[C:23](=[CH:24][CH:25]=2)[N:22]=[C:21]([C:26]2[S:30][C:29]([CH3:31])=[N:28][C:27]=2[CH3:32])[CH:20]=[CH:19]3)[C:10]([NH:75][C:76]2([C:81]([OH:83])=[O:82])[CH2:80][CH2:79][CH2:78][CH2:77]2)=[O:11])[CH2:6][CH2:5][CH2:4][CH2:3][CH2:2]1. (5) Given the reactants [CH2:1]([O:3][C:4](=[O:14])[CH2:5][NH:6][CH2:7][C:8]1[CH:13]=[CH:12][CH:11]=[CH:10][CH:9]=1)[CH3:2].C(N([CH2:20][CH3:21])CC)C, predict the reaction product. The product is: [CH2:1]([O:3][C:4](=[O:14])[CH2:5][C@@H:20]([N:6]([CH2:7][C:8]1[CH:13]=[CH:12][CH:11]=[CH:10][CH:9]=1)[CH2:5][C:4]([O:3][CH2:1][CH3:2])=[O:14])[CH3:21])[CH3:2]. (6) Given the reactants [C:1]([C:3]1[C:11]2[C:6](=[CH:7][C:8]([OH:12])=[CH:9][CH:10]=2)[N:5]([CH:13]2[CH2:16][CH2:15][CH2:14]2)[C:4]=1[C:17]1[CH:22]=[CH:21][C:20]([NH:23][C:24]([NH:26][CH:27]([CH3:29])[CH3:28])=[O:25])=[CH:19][CH:18]=1)#[N:2].C([O-])([O-])=O.[K+].[K+].Br[CH2:37][CH2:38][CH2:39][Cl:40], predict the reaction product. The product is: [Cl:40][CH2:39][CH2:38][CH2:37][O:12][C:8]1[CH:7]=[C:6]2[C:11]([C:3]([C:1]#[N:2])=[C:4]([C:17]3[CH:18]=[CH:19][C:20]([NH:23][C:24]([NH:26][CH:27]([CH3:29])[CH3:28])=[O:25])=[CH:21][CH:22]=3)[N:5]2[CH:13]2[CH2:14][CH2:15][CH2:16]2)=[CH:10][CH:9]=1. (7) Given the reactants [F:1][C:2]1[C:7]([CH:8]2[CH2:13][CH2:12][NH:11][CH2:10][CH2:9]2)=[CH:6][CH:5]=[CH:4][C:3]=1[C:14](=[O:16])[CH3:15].C(=O)([O-])[O-].[K+].[K+].[CH2:23](Br)[CH:24]=[CH2:25], predict the reaction product. The product is: [CH2:25]([N:11]1[CH2:10][CH2:9][CH:8]([C:7]2[C:2]([F:1])=[C:3]([C:14](=[O:16])[CH3:15])[CH:4]=[CH:5][CH:6]=2)[CH2:13][CH2:12]1)[CH:24]=[CH2:23]. (8) Given the reactants [NH2:1][CH:2]1[CH2:7][CH2:6][N:5]([CH2:8][CH2:9][N:10]2[C:19]3[C:14](=[N:15][CH:16]=[C:17]([F:22])[C:18]=3[CH2:20][CH3:21])[CH:13]=[CH:12][C:11]2=[O:23])[CH2:4][CH2:3]1.[O:24]1[C:33]2[CH:32]=[C:31]([CH:34]=O)[N:30]=[CH:29][C:28]=2[O:27][CH2:26][CH2:25]1.CO.[BH-](OC(C)=O)(OC(C)=O)OC(C)=O.[Na+].C(Cl)(Cl)[Cl:53], predict the reaction product. The product is: [ClH:53].[ClH:53].[O:24]1[C:33]2[CH:32]=[C:31]([CH2:34][NH:1][CH:2]3[CH2:3][CH2:4][N:5]([CH2:8][CH2:9][N:10]4[C:19]5[C:14](=[N:15][CH:16]=[C:17]([F:22])[C:18]=5[CH2:20][CH3:21])[CH:13]=[CH:12][C:11]4=[O:23])[CH2:6][CH2:7]3)[N:30]=[CH:29][C:28]=2[O:27][CH2:26][CH2:25]1.